This data is from Forward reaction prediction with 1.9M reactions from USPTO patents (1976-2016). The task is: Predict the product of the given reaction. (1) Given the reactants Br[C:2]1[CH:9]=[CH:8][C:5]([C:6]#[N:7])=[CH:4][C:3]=1[F:10].[B:11]1([B:11]2[O:15][C:14]([CH3:17])([CH3:16])[C:13]([CH3:19])([CH3:18])[O:12]2)[O:15][C:14]([CH3:17])([CH3:16])[C:13]([CH3:19])([CH3:18])[O:12]1.C([O-])(=O)C.[K+], predict the reaction product. The product is: [F:10][C:3]1[CH:4]=[C:5]([CH:8]=[CH:9][C:2]=1[B:11]1[O:15][C:14]([CH3:17])([CH3:16])[C:13]([CH3:19])([CH3:18])[O:12]1)[C:6]#[N:7]. (2) The product is: [OH:13][CH2:12][C:7]1[CH:8]=[CH:9][CH:10]=[C:11]2[C:6]=1[NH:5][C:4](=[O:16])[CH2:3][C:2]2([CH3:17])[CH3:1]. Given the reactants [CH3:1][C:2]1([CH3:17])[C:11]2[C:6](=[C:7]([C:12](OC)=[O:13])[CH:8]=[CH:9][CH:10]=2)[NH:5][C:4](=[O:16])[CH2:3]1.[BH4-].[Li+].C(=O)(O)[O-].[Na+], predict the reaction product. (3) The product is: [CH:1]1([C:4]2[C:12]3[C:7](=[N:8][CH:9]=[CH:10][C:11]=3[O:13][C:14]3[C:15]([F:22])=[CH:16][C:17]([NH:18][C:24]4[CH:29]=[C:28]([C:30]([F:33])([F:31])[F:32])[N:27]=[C:26]([NH2:34])[N:25]=4)=[CH:19][C:20]=3[F:21])[NH:6][CH:5]=2)[CH2:3][CH2:2]1. Given the reactants [CH:1]1([C:4]2[C:12]3[C:7](=[N:8][CH:9]=[CH:10][C:11]=3[O:13][C:14]3[C:20]([F:21])=[CH:19][C:17]([NH2:18])=[CH:16][C:15]=3[F:22])[NH:6][CH:5]=2)[CH2:3][CH2:2]1.Cl[C:24]1[CH:29]=[C:28]([C:30]([F:33])([F:32])[F:31])[N:27]=[C:26]([NH2:34])[N:25]=1.Cl.[OH-].[Na+], predict the reaction product. (4) Given the reactants [C:1]([C:3]1[CH:4]=[C:5](B(O)O)[CH:6]=[CH:7][CH:8]=1)#[N:2].[Br:12][C:13]1[CH:18]=[CH:17][CH:16]=[CH:15][C:14]=1Br.C1(C)C=CC=CC=1.C(O)C, predict the reaction product. The product is: [Br:12][C:13]1[CH:18]=[CH:17][CH:16]=[CH:15][C:14]=1[C:5]1[CH:6]=[CH:7][CH:8]=[C:3]([C:1]#[N:2])[CH:4]=1. (5) Given the reactants [Br:1][C:2]1[C:10]2[C:5](=[N:6][CH:7]=[N:8][C:9]=2O)[NH:4][N:3]=1.CCN(C1C=CC=CC=1)CC.O(Cl)[Cl:24], predict the reaction product. The product is: [Br:1][C:2]1[C:10]2[C:5](=[N:6][CH:7]=[N:8][C:9]=2[Cl:24])[NH:4][N:3]=1. (6) Given the reactants [C:1]1([C:30]2[CH:35]=[CH:34][CH:33]=[CH:32][CH:31]=2)[CH:6]=[CH:5][CH:4]=[C:3]([NH:7][C:8](=[O:29])[CH2:9][CH2:10][CH2:11][CH2:12][CH2:13][NH:14][C:15](=[O:28])[CH2:16][O:17][CH2:18][CH2:19]NC(=O)OC(C)(C)C)[CH:2]=1.[N:36]1[CH:41]=[CH:40]C(CO)=[CH:38][CH:37]=1.C(OC(=O)NCCO)(C)(C)C, predict the reaction product. The product is: [C:1]1([C:30]2[CH:31]=[CH:32][CH:33]=[CH:34][CH:35]=2)[CH:6]=[CH:5][CH:4]=[C:3]([NH:7][C:8](=[O:29])[CH2:9][CH2:10][CH2:11][CH2:12][CH2:13][NH:14][C:15](=[O:28])[CH2:16][O:17][CH2:18][C:19]2[CH:40]=[CH:41][N:36]=[CH:37][CH:38]=2)[CH:2]=1.